Dataset: Reaction yield outcomes from USPTO patents with 853,638 reactions. Task: Predict the reaction yield, written as a fraction of the theoretical maximum amount of product (1.0 means a 100% yield; for example, 0.34 means a 34% yield). The reactants are Cl[C:2]1[CH:7]=[CH:6][N:5]=[C:4]([N:8]2[CH2:19][CH2:18][N:17]3[C:10](=[CH:11][C:12]4[CH2:13][C:14]([CH3:21])([CH3:20])[CH2:15][C:16]=43)[C:9]2=[O:22])[C:3]=1[CH:23]=[O:24].[CH3:25][N:26]1[C:31](=[O:32])[C:30]([NH:33][C:34]2[CH:39]=[CH:38][C:37]([N:40]3[CH2:45][CH2:44][N:43]([CH:46]4[CH2:49][O:48][CH2:47]4)[CH2:42][C@H:41]3[CH3:50])=[CH:36][N:35]=2)=[CH:29][C:28](C2C(C=O)=C(N3C=CN4C5CCCCC=5C=C4C3=O)N=CC=2)=[CH:27]1.[O-]P([O-])([O-])=O.[K+].[K+].[K+].C([O-])(=O)C.[Na+]. The catalyst is C1C=CC(P(C2C=CC=CC=2)[C-]2C=CC=C2)=CC=1.C1C=CC(P(C2C=CC=CC=2)[C-]2C=CC=C2)=CC=1.Cl[Pd]Cl.[Fe+2].O.C(#N)C. The product is [CH3:20][C:14]1([CH3:21])[CH2:13][C:12]2[CH:11]=[C:10]3[N:17]([CH2:18][CH2:19][N:8]([C:4]4[C:3]([CH:23]=[O:24])=[C:2]([C:28]5[CH:29]=[C:30]([NH:33][C:34]6[CH:39]=[CH:38][C:37]([N:40]7[CH2:45][CH2:44][N:43]([CH:46]8[CH2:47][O:48][CH2:49]8)[CH2:42][C@H:41]7[CH3:50])=[CH:36][N:35]=6)[C:31](=[O:32])[N:26]([CH3:25])[CH:27]=5)[CH:7]=[CH:6][N:5]=4)[C:9]3=[O:22])[C:16]=2[CH2:15]1. The yield is 0.410.